From a dataset of Catalyst prediction with 721,799 reactions and 888 catalyst types from USPTO. Predict which catalyst facilitates the given reaction. (1) Reactant: [BH4-].[Na+].[C:3]([C@H:8]1[S:12][CH2:11][C@H:10]([O:13][C:14](=[O:16])[CH3:15])[O:9]1)(OCC)=[O:4].CCOC(C)=O.CCCCCC. Product: [OH:4][CH2:3][C@H:8]1[S:12][CH2:11][C@H:10]([O:13][C:14](=[O:16])[CH3:15])[O:9]1. The catalyst class is: 5. (2) Reactant: [C:1]1([S:7]([N:10]2[C:14]3=[N:15][CH:16]=[CH:17][CH:18]=[C:13]3[CH:12]=[CH:11]2)(=[O:9])=[O:8])[CH:6]=[CH:5][CH:4]=[CH:3][CH:2]=1.C([N-]C(C)C)(C)C.[Li+].C([Li])CCC.CCCCCC.C(NC(C)C)(C)C.[O:45]1[CH2:50][CH2:49][CH:48]([CH2:51][CH:52]=[O:53])[CH2:47][CH2:46]1. Product: [C:1]1([S:7]([N:10]2[C:14]3=[N:15][CH:16]=[CH:17][CH:18]=[C:13]3[CH:12]=[C:11]2[CH:52]([OH:53])[CH2:51][CH:48]2[CH2:49][CH2:50][O:45][CH2:46][CH2:47]2)(=[O:9])=[O:8])[CH:2]=[CH:3][CH:4]=[CH:5][CH:6]=1. The catalyst class is: 7. (3) Product: [CH3:11][C:6]1[CH:5]=[CH:4][N:3]=[C:2]([NH:28][CH2:27][CH:24]2[CH2:25][CH2:26][C:12]3([C:21]4[C:16](=[CH:17][CH:18]=[CH:19][CH:20]=4)[CH:15]=[CH:14][O:13]3)[CH2:22][CH2:23]2)[C:7]=1[N+:8]([O-:10])=[O:9]. Reactant: Cl[C:2]1[C:7]([N+:8]([O-:10])=[O:9])=[C:6]([CH3:11])[CH:5]=[CH:4][N:3]=1.[C:12]12([CH2:26][CH2:25][CH:24]([CH2:27][NH2:28])[CH2:23][CH2:22]1)[C:21]1[C:16](=[CH:17][CH:18]=[CH:19][CH:20]=1)[CH:15]=[CH:14][O:13]2.CCN(CC)CC. The catalyst class is: 1. (4) Reactant: [NH:1]([CH2:5][C:6]([O-:8])=O)[C:2]([NH2:4])=[O:3].[NH2:9][OH:10]. Product: [OH:10][NH:9][C:6](=[O:8])[CH2:5][NH:1][C:2]([NH2:4])=[O:3]. The catalyst class is: 12. (5) Reactant: C([O:8][C:9](=[O:24])[CH2:10][NH:11][C:12](=[O:23])[C:13]1[CH:18]=[CH:17][CH:16]=[C:15]([O:19][C:20](=[O:22])[CH3:21])[CH:14]=1)C1C=CC=CC=1. Product: [C:20]([O:19][C:15]1[CH:14]=[C:13]([CH:18]=[CH:17][CH:16]=1)[C:12]([NH:11][CH2:10][C:9]([OH:24])=[O:8])=[O:23])(=[O:22])[CH3:21]. The catalyst class is: 19. (6) Reactant: C([O:9][CH2:10][CH2:11][N:12]1[C:20]2[C:19](Cl)=[N:18][CH:17]=[N:16][C:15]=2[CH:14]=[CH:13]1)(=O)C1C=CC=CC=1.[NH2:22][C:23]1[CH:39]=[CH:38][C:26]([O:27][C:28]2[CH:36]=[CH:35][CH:34]=[C:33]3[C:29]=2[CH2:30][C:31](=[O:37])[NH:32]3)=[C:25]([Cl:40])[CH:24]=1.C(=O)([O-])O.[Na+]. Product: [Cl:40][C:25]1[CH:24]=[C:23]([NH:22][C:19]2[C:20]3[N:12]([CH2:11][CH2:10][OH:9])[CH:13]=[CH:14][C:15]=3[N:16]=[CH:17][N:18]=2)[CH:39]=[CH:38][C:26]=1[O:27][C:28]1[CH:36]=[CH:35][CH:34]=[C:33]2[C:29]=1[CH2:30][C:31](=[O:37])[NH:32]2. The catalyst class is: 32. (7) Reactant: [ClH:1].[CH3:2][O:3][C:4]1[CH:9]=[CH:8][C:7]([N:10]([CH3:29])[C:11](=[O:28])[C@@H:12]([NH:20]C(=O)OC(C)(C)C)[CH2:13][C:14]2[CH:19]=[CH:18][CH:17]=[CH:16][CH:15]=2)=[CH:6][CH:5]=1. Product: [ClH:1].[NH2:20][C@@H:12]([CH2:13][C:14]1[CH:15]=[CH:16][CH:17]=[CH:18][CH:19]=1)[C:11]([N:10]([C:7]1[CH:8]=[CH:9][C:4]([O:3][CH3:2])=[CH:5][CH:6]=1)[CH3:29])=[O:28]. The catalyst class is: 1.